From a dataset of Full USPTO retrosynthesis dataset with 1.9M reactions from patents (1976-2016). Predict the reactants needed to synthesize the given product. (1) Given the product [ClH:44].[NH2:8][CH2:9][C:10]([O:12][C:13]1[CH:18]=[CH:17][C:16]([C:19]2[C:20]([CH2:32][O:33][C:34]3[CH:39]=[C:38]([F:40])[CH:37]=[CH:36][C:35]=3[CH3:41])=[C:21]3[C:26](=[CH:27][CH:28]=2)[NH:25][C:24]([CH3:30])([CH3:29])[CH:23]=[C:22]3[CH3:31])=[C:15]([O:42][CH3:43])[CH:14]=1)=[O:11], predict the reactants needed to synthesize it. The reactants are: C(OC([NH:8][CH2:9][C:10]([O:12][C:13]1[CH:18]=[CH:17][C:16]([C:19]2[C:20]([CH2:32][O:33][C:34]3[CH:39]=[C:38]([F:40])[CH:37]=[CH:36][C:35]=3[CH3:41])=[C:21]3[C:26](=[CH:27][CH:28]=2)[NH:25][C:24]([CH3:30])([CH3:29])[CH:23]=[C:22]3[CH3:31])=[C:15]([O:42][CH3:43])[CH:14]=1)=[O:11])=O)(C)(C)C.[ClH:44].O1CCOCC1. (2) The reactants are: [NH:1]1[C:9]2[C:4](=[CH:5][CH:6]=[CH:7][CH:8]=2)[C:3](/[CH:10]=[CH:11]/[C:12]2[CH:20]=[CH:19][C:15]([C:16]([OH:18])=O)=[CH:14][CH:13]=2)=[N:2]1.Cl.C([O:24][C:25](=[O:29])[CH2:26][NH:27][CH3:28])C.O.ON1C2C=CC=CC=2N=N1.Cl.C(N=C=NCCCN(C)C)C.CN1CCOCC1. Given the product [CH3:28][N:27]([CH2:26][C:25]([OH:29])=[O:24])[C:16](=[O:18])[C:15]1[CH:14]=[CH:13][C:12](/[CH:11]=[CH:10]/[C:3]2[C:4]3[C:9](=[CH:8][CH:7]=[CH:6][CH:5]=3)[NH:1][N:2]=2)=[CH:20][CH:19]=1, predict the reactants needed to synthesize it.